This data is from Peptide-MHC class I binding affinity with 185,985 pairs from IEDB/IMGT. The task is: Regression. Given a peptide amino acid sequence and an MHC pseudo amino acid sequence, predict their binding affinity value. This is MHC class I binding data. (1) The MHC is HLA-A30:02 with pseudo-sequence HLA-A30:02. The binding affinity (normalized) is 0. The peptide sequence is NMVYMPASW. (2) The peptide sequence is RDKNQVEGEV. The MHC is Patr-B2401 with pseudo-sequence Patr-B2401. The binding affinity (normalized) is 0.238.